The task is: Predict the product of the given reaction.. This data is from Forward reaction prediction with 1.9M reactions from USPTO patents (1976-2016). (1) Given the reactants C([O:3][C:4](=[O:23])[CH:5]([C:15]1[C:16]([CH3:22])=[N:17][C:18]([CH3:21])=[CH:19][CH:20]=1)[N:6]1[CH2:11][CH2:10][N:9]2[CH2:12][CH2:13][CH2:14][C@@H:8]2[CH2:7]1)C.O.[OH-].[K+:26], predict the reaction product. The product is: [CH3:22][C:16]1[C:15]([CH:5]([N:6]2[CH2:11][CH2:10][N:9]3[CH2:12][CH2:13][CH2:14][C@@H:8]3[CH2:7]2)[C:4]([O-:23])=[O:3])=[CH:20][CH:19]=[C:18]([CH3:21])[N:17]=1.[K+:26]. (2) Given the reactants [C:1]([C:5]1[N:6]=[C:7]([N:22]2[CH2:27][CH2:26]O[CH2:24][CH2:23]2)[C:8]2[N:13]=[N:12][N:11]([CH2:14][C:15]3[CH:20]=[CH:19][CH:18]=[CH:17][C:16]=3[Cl:21])[C:9]=2[N:10]=1)([CH3:4])([CH3:3])[CH3:2].C([C:32]1[N:33]=C(Cl)C2N=NN(CC3C=CC=CC=3Cl)C=2N=1)(C)(C)C.CNC1CCNC1, predict the reaction product. The product is: [C:1]([C:5]1[N:6]=[C:7]([N:22]2[CH2:27][CH2:26][CH:24]([NH:33][CH3:32])[CH2:23]2)[C:8]2[N:13]=[N:12][N:11]([CH2:14][C:15]3[CH:20]=[CH:19][CH:18]=[CH:17][C:16]=3[Cl:21])[C:9]=2[N:10]=1)([CH3:4])([CH3:3])[CH3:2]. (3) The product is: [CH3:1][O:2][C:3]([CH:4]1[CH:28]([C:24]2[CH:25]=[CH:26][CH:27]=[C:22]([Cl:21])[C:23]=2[F:40])[C:29]([C:32]2[CH:37]=[CH:36][C:35]([Cl:38])=[CH:34][C:33]=2[F:39])([C:30]#[N:31])[CH:6]([CH2:7][C:8]([CH3:18])([CH3:19])[CH2:9][C:10]2[CH:15]=[CH:14][C:13]([O:16][CH3:17])=[CH:12][CH:11]=2)[NH:5]1)=[O:20]. Given the reactants [CH3:1][O:2][C:3](=[O:20])[CH2:4]/[N:5]=[CH:6]/[CH2:7][C:8]([CH3:19])([CH3:18])[CH2:9][C:10]1[CH:15]=[CH:14][C:13]([O:16][CH3:17])=[CH:12][CH:11]=1.[Cl:21][C:22]1[C:23]([F:40])=[C:24](/[CH:28]=[C:29](/[C:32]2[CH:37]=[CH:36][C:35]([Cl:38])=[CH:34][C:33]=2[F:39])\[C:30]#[N:31])[CH:25]=[CH:26][CH:27]=1.C(N(CC)CC)C, predict the reaction product. (4) Given the reactants [CH2:1]([N:8]1[CH2:13][CH2:12][N:11]([C:14]([O:16][C:17]([CH3:20])([CH3:19])[CH3:18])=[O:15])[C@H:10]([CH:21]=[O:22])[CH2:9]1)[C:2]1[CH:7]=[CH:6][CH:5]=[CH:4][CH:3]=1.[CH3:23][O:24][C:25]1[CH:26]=[C:27]([Mg]Br)[CH:28]=[CH:29][CH:30]=1.[Cl-].[NH4+], predict the reaction product. The product is: [CH2:1]([N:8]1[CH2:13][CH2:12][N:11]([C:14]([O:16][C:17]([CH3:18])([CH3:19])[CH3:20])=[O:15])[C@H:10]([CH:21]([OH:22])[C:29]2[CH:28]=[CH:27][CH:26]=[C:25]([O:24][CH3:23])[CH:30]=2)[CH2:9]1)[C:2]1[CH:7]=[CH:6][CH:5]=[CH:4][CH:3]=1. (5) The product is: [N:25]([CH2:6][CH2:7][CH:8]1[CH2:13][CH2:12][N:11]([C:14]2[CH:23]=[CH:22][C:21]3[C:16](=[CH:17][CH:18]=[C:19]([Cl:24])[CH:20]=3)[N:15]=2)[CH2:10][CH2:9]1)=[N+:26]=[N-:27]. Given the reactants CS(O[CH2:6][CH2:7][CH:8]1[CH2:13][CH2:12][N:11]([C:14]2[CH:23]=[CH:22][C:21]3[C:16](=[CH:17][CH:18]=[C:19]([Cl:24])[CH:20]=3)[N:15]=2)[CH2:10][CH2:9]1)(=O)=O.[N-:25]=[N+:26]=[N-:27].[Na+], predict the reaction product.